Dataset: NCI-60 drug combinations with 297,098 pairs across 59 cell lines. Task: Regression. Given two drug SMILES strings and cell line genomic features, predict the synergy score measuring deviation from expected non-interaction effect. (1) Cell line: NCI/ADR-RES. Synergy scores: CSS=29.5, Synergy_ZIP=-11.9, Synergy_Bliss=-5.64, Synergy_Loewe=-4.36, Synergy_HSA=-3.99. Drug 2: CN(CC1=CN=C2C(=N1)C(=NC(=N2)N)N)C3=CC=C(C=C3)C(=O)NC(CCC(=O)O)C(=O)O. Drug 1: C1=NC2=C(N1)C(=S)N=C(N2)N. (2) Drug 1: CC1C(C(CC(O1)OC2CC(CC3=C2C(=C4C(=C3O)C(=O)C5=C(C4=O)C(=CC=C5)OC)O)(C(=O)C)O)N)O.Cl. Drug 2: CC1=C(N=C(N=C1N)C(CC(=O)N)NCC(C(=O)N)N)C(=O)NC(C(C2=CN=CN2)OC3C(C(C(C(O3)CO)O)O)OC4C(C(C(C(O4)CO)O)OC(=O)N)O)C(=O)NC(C)C(C(C)C(=O)NC(C(C)O)C(=O)NCCC5=NC(=CS5)C6=NC(=CS6)C(=O)NCCC[S+](C)C)O. Cell line: HT29. Synergy scores: CSS=15.1, Synergy_ZIP=6.37, Synergy_Bliss=6.41, Synergy_Loewe=-1.96, Synergy_HSA=4.99. (3) Drug 1: CC(C)NC(=O)C1=CC=C(C=C1)CNNC.Cl. Drug 2: C1C(C(OC1N2C=NC3=C2NC=NCC3O)CO)O. Cell line: SK-MEL-2. Synergy scores: CSS=-8.56, Synergy_ZIP=1.38, Synergy_Bliss=-5.24, Synergy_Loewe=-12.9, Synergy_HSA=-12.5. (4) Drug 1: CC1OCC2C(O1)C(C(C(O2)OC3C4COC(=O)C4C(C5=CC6=C(C=C35)OCO6)C7=CC(=C(C(=C7)OC)O)OC)O)O. Drug 2: CC(C)NC(=O)C1=CC=C(C=C1)CNNC.Cl. Cell line: RPMI-8226. Synergy scores: CSS=43.2, Synergy_ZIP=4.50, Synergy_Bliss=4.79, Synergy_Loewe=-29.9, Synergy_HSA=-2.49. (5) Drug 1: CS(=O)(=O)C1=CC(=C(C=C1)C(=O)NC2=CC(=C(C=C2)Cl)C3=CC=CC=N3)Cl. Drug 2: CCCCC(=O)OCC(=O)C1(CC(C2=C(C1)C(=C3C(=C2O)C(=O)C4=C(C3=O)C=CC=C4OC)O)OC5CC(C(C(O5)C)O)NC(=O)C(F)(F)F)O. Cell line: MCF7. Synergy scores: CSS=6.94, Synergy_ZIP=-1.74, Synergy_Bliss=4.70, Synergy_Loewe=5.12, Synergy_HSA=4.34. (6) Drug 1: CC1C(C(=O)NC(C(=O)N2CCCC2C(=O)N(CC(=O)N(C(C(=O)O1)C(C)C)C)C)C(C)C)NC(=O)C3=C4C(=C(C=C3)C)OC5=C(C(=O)C(=C(C5=N4)C(=O)NC6C(OC(=O)C(N(C(=O)CN(C(=O)C7CCCN7C(=O)C(NC6=O)C(C)C)C)C)C(C)C)C)N)C. Drug 2: C1CC(C1)(C(=O)O)C(=O)O.[NH2-].[NH2-].[Pt+2]. Cell line: UACC62. Synergy scores: CSS=21.5, Synergy_ZIP=-5.30, Synergy_Bliss=1.62, Synergy_Loewe=2.02, Synergy_HSA=2.18. (7) Drug 1: C1=CC(=CC=C1C#N)C(C2=CC=C(C=C2)C#N)N3C=NC=N3. Drug 2: C(=O)(N)NO. Cell line: SW-620. Synergy scores: CSS=10.1, Synergy_ZIP=-2.42, Synergy_Bliss=-3.34, Synergy_Loewe=7.59, Synergy_HSA=-2.00. (8) Drug 1: CC1=C(C=C(C=C1)NC(=O)C2=CC=C(C=C2)CN3CCN(CC3)C)NC4=NC=CC(=N4)C5=CN=CC=C5. Drug 2: CNC(=O)C1=NC=CC(=C1)OC2=CC=C(C=C2)NC(=O)NC3=CC(=C(C=C3)Cl)C(F)(F)F. Cell line: HCC-2998. Synergy scores: CSS=-2.62, Synergy_ZIP=0.698, Synergy_Bliss=-7.84, Synergy_Loewe=-8.66, Synergy_HSA=-12.4.